Dataset: Full USPTO retrosynthesis dataset with 1.9M reactions from patents (1976-2016). Task: Predict the reactants needed to synthesize the given product. (1) Given the product [Cl:1][C:2]1[CH:3]=[CH:4][C:5]([O:6][CH2:7][C:8]2[CH:17]=[CH:16][C:11]([CH2:12][NH2:13])=[CH:10][CH:9]=2)=[CH:18][CH:19]=1, predict the reactants needed to synthesize it. The reactants are: [Cl:1][C:2]1[CH:19]=[CH:18][C:5]([O:6][CH2:7][C:8]2[CH:17]=[CH:16][C:11]([CH2:12][N:13]=[N+]=[N-])=[CH:10][CH:9]=2)=[CH:4][CH:3]=1.CCN(CC)CC.Cl[Sn]Cl. (2) The reactants are: [C:1]([O:5][C:6](=[O:20])[NH:7][C@@H:8]1[C:14](=[O:15])[NH:13][C:12]2[CH:16]=[CH:17][CH:18]=[CH:19][C:11]=2[NH:10][CH2:9]1)([CH3:4])([CH3:3])[CH3:2].[Li+].C[Si]([N-][Si](C)(C)C)(C)C.[I-].[Na+].[Br:33][C:34]1[CH:43]=[CH:42][CH:41]=[C:40]2[C:35]=1[CH:36]=[CH:37][C:38]([O:46][CH3:47])=[C:39]2[CH2:44]Cl. Given the product [C:1]([O:5][C:6](=[O:20])[NH:7][C@@H:8]1[C:14](=[O:15])[N:13]([CH2:44][C:39]2[C:40]3[C:35](=[C:34]([Br:33])[CH:43]=[CH:42][CH:41]=3)[CH:36]=[CH:37][C:38]=2[O:46][CH3:47])[C:12]2[CH:16]=[CH:17][CH:18]=[CH:19][C:11]=2[NH:10][CH2:9]1)([CH3:4])([CH3:2])[CH3:3], predict the reactants needed to synthesize it. (3) Given the product [CH3:19][O:20][CH2:21][CH2:22][O:23][C:24]1[CH:29]=[CH:28][CH:27]=[CH:26][C:25]=1[NH:30][C:45](=[O:46])[CH2:44][C:39]1[NH:40][C:41](=[O:43])[CH:42]=[C:37]([N:31]2[CH2:36][CH2:35][O:34][CH2:33][CH2:32]2)[N:38]=1, predict the reactants needed to synthesize it. The reactants are: N1C=CC=CC=1.Cl.CN(C)CCCN=C=NCC.[CH3:19][O:20][CH2:21][CH2:22][O:23][C:24]1[CH:29]=[CH:28][CH:27]=[CH:26][C:25]=1[NH2:30].[N:31]1([C:37]2[N:38]=[C:39]([CH2:44][C:45]([O-])=[O:46])[NH:40][C:41](=[O:43])[CH:42]=2)[CH2:36][CH2:35][O:34][CH2:33][CH2:32]1.[Na+]. (4) Given the product [CH3:6][N:8]1[CH2:9][CH2:10][CH:11]([N:14]2[CH:18]=[C:17]([B:19]3[O:23][C:22]([CH3:25])([CH3:24])[C:21]([CH3:27])([CH3:26])[O:20]3)[CH:16]=[N:15]2)[CH2:12][CH2:13]1, predict the reactants needed to synthesize it. The reactants are: C(O[C:6]([N:8]1[CH2:13][CH2:12][CH:11]([N:14]2[CH:18]=[C:17]([B:19]3[O:23][C:22]([CH3:25])([CH3:24])[C:21]([CH3:27])([CH3:26])[O:20]3)[CH:16]=[N:15]2)[CH2:10][CH2:9]1)=O)(C)(C)C.Cl.C(N(CC)CC)C.IC. (5) Given the product [F:1][C:2]1[CH:3]=[C:4]([NH:9][C:10]([NH:32][C@@H:25]2[CH2:24][CH2:23][C@:22]3([C:16]4[CH:17]=[CH:18][C:19]([O:20][CH3:21])=[C:14]([O:13][CH3:12])[CH:15]=4)[C@@H:27]([CH2:28][N:29]([CH3:31])[CH2:30]3)[CH2:26]2)=[O:11])[CH:5]=[CH:6][C:7]=1[F:8], predict the reactants needed to synthesize it. The reactants are: [F:1][C:2]1[CH:3]=[C:4]([N:9]=[C:10]=[O:11])[CH:5]=[CH:6][C:7]=1[F:8].[CH3:12][O:13][C:14]1[CH:15]=[C:16]([C@:22]23[CH2:30][N:29]([CH3:31])[CH2:28][C@H:27]2[CH2:26][C@H:25]([NH2:32])[CH2:24][CH2:23]3)[CH:17]=[CH:18][C:19]=1[O:20][CH3:21]. (6) Given the product [CH2:15]([N:22]1[CH2:27][CH2:26][N:25]([C:2]2[N:7]=[C:6]([C:8]([O:10][C:11]([CH3:14])([CH3:13])[CH3:12])=[O:9])[CH:5]=[CH:4][N:3]=2)[C@H:24]([CH3:28])[CH2:23]1)[C:16]1[CH:17]=[CH:18][CH:19]=[CH:20][CH:21]=1, predict the reactants needed to synthesize it. The reactants are: Cl[C:2]1[N:7]=[C:6]([C:8]([O:10][C:11]([CH3:14])([CH3:13])[CH3:12])=[O:9])[CH:5]=[CH:4][N:3]=1.[CH2:15]([N:22]1[CH2:27][CH2:26][NH:25][C@H:24]([CH3:28])[CH2:23]1)[C:16]1[CH:21]=[CH:20][CH:19]=[CH:18][CH:17]=1.C(N(CC)C(C)C)(C)C.CO. (7) Given the product [C:7]([O:11][C:12](=[O:17])[CH2:13][CH2:14][CH2:15][NH:18][CH2:19][C@@H:20]([OH:22])[CH3:21])([CH3:10])([CH3:9])[CH3:8], predict the reactants needed to synthesize it. The reactants are: C(=O)([O-])[O-].[K+].[K+].[C:7]([O:11][C:12](=[O:17])[CH2:13][CH2:14][CH2:15]Br)([CH3:10])([CH3:9])[CH3:8].[NH2:18][CH2:19][C@@H:20]([OH:22])[CH3:21].